From a dataset of Peptide-MHC class II binding affinity with 134,281 pairs from IEDB. Regression. Given a peptide amino acid sequence and an MHC pseudo amino acid sequence, predict their binding affinity value. This is MHC class II binding data. The peptide sequence is LMAFTAAVTS. The MHC is DRB1_0301 with pseudo-sequence DRB1_0301. The binding affinity (normalized) is 0.